Dataset: Forward reaction prediction with 1.9M reactions from USPTO patents (1976-2016). Task: Predict the product of the given reaction. (1) Given the reactants C1N=C[N:3]([C:6]([N:8]2C=N[CH:10]=[CH:9]2)=[O:7])C=1.[F:13][C:14]1[C:28]2[CH2:27][CH2:26][C:21]3=[N:22][CH:23]=[CH:24][CH:25]=C3C(N)[C:18]=2[CH:17]=[CH:16][CH:15]=1.[Cl:30][C:31]1[CH:32]=[C:33]([C:39]([OH:41])=[O:40])[CH:34]=[N:35][C:36]=1[NH:37]N, predict the reaction product. The product is: [Cl:30][C:31]1[CH:32]=[C:33]([C:39]([OH:41])=[O:40])[CH:34]=[N:35][C:36]=1[NH:37][NH:3][C:6]([NH:8][CH:9]1[C:10]2[C:21](=[N:22][CH:23]=[CH:24][CH:25]=2)[CH2:26][CH2:27][C:28]2[C:14]([F:13])=[CH:15][CH:16]=[CH:17][C:18]1=2)=[O:7]. (2) The product is: [CH3:26][O:27][C:28]1[C:29](=[O:56])[C:30]([CH3:55])=[C:31]([CH2:37][C:38]2[C:39]([O:47][CH2:48][C:49]3[CH:50]=[CH:51][CH:52]=[CH:53][CH:54]=3)=[C:40]([CH:44]=[CH:45][CH:46]=2)[C:41]([NH:7][C:6]2[CH:8]=[CH:9][C:3]([O:2][CH3:1])=[CH:4][CH:5]=2)=[O:42])[C:32](=[O:36])[C:33]=1[O:34][CH3:35]. Given the reactants [CH3:1][O:2][C:3]1[CH:9]=[CH:8][C:6]([NH2:7])=[CH:5][CH:4]=1.C(N(CC)CC)C.[Cl-].ClC1N(C)CC[NH+]1C.[CH3:26][O:27][C:28]1[C:29](=[O:56])[C:30]([CH3:55])=[C:31]([CH2:37][C:38]2[C:39]([O:47][CH2:48][C:49]3[CH:54]=[CH:53][CH:52]=[CH:51][CH:50]=3)=[C:40]([CH:44]=[CH:45][CH:46]=2)[C:41](O)=[O:42])[C:32](=[O:36])[C:33]=1[O:34][CH3:35], predict the reaction product. (3) Given the reactants [Cl:1][C:2]1[CH:7]=[CH:6][C:5]([Mg]Br)=[CH:4][CH:3]=1.[Br:10][C:11]1[CH:25]=[CH:24][C:14]2[C:15]([C:18](N(OC)C)=[O:19])=[N:16][S:17][C:13]=2[CH:12]=1.Cl, predict the reaction product. The product is: [Br:10][C:11]1[CH:25]=[CH:24][C:14]2[C:15]([C:18]([C:5]3[CH:6]=[CH:7][C:2]([Cl:1])=[CH:3][CH:4]=3)=[O:19])=[N:16][S:17][C:13]=2[CH:12]=1. (4) Given the reactants [Cl:1][C:2]1[CH:7]=[C:6]([Cl:8])[CH:5]=[CH:4][C:3]=1[N:9]1[C:15]2=[N:16][C:17]3[C:18](=[C:19]([N:23]([CH2:26][CH3:27])[CH2:24][CH3:25])[CH:20]=[CH:21][CH:22]=3)[N:14]2[CH2:13][CH:12]([NH2:28])[CH2:11][CH2:10]1.C(N(CC)CC)C.[C:36](OC(=O)C)(=[O:38])[CH3:37].C(=O)(O)[O-].[Na+], predict the reaction product. The product is: [Cl:1][C:2]1[CH:7]=[C:6]([Cl:8])[CH:5]=[CH:4][C:3]=1[N:9]1[C:15]2=[N:16][C:17]3[CH:22]=[CH:21][CH:20]=[C:19]([N:23]([CH2:26][CH3:27])[CH2:24][CH3:25])[C:18]=3[N:14]2[CH2:13][CH:12]([NH:28][C:36](=[O:38])[CH3:37])[CH2:11][CH2:10]1. (5) The product is: [Cl:1][C:2]1[CH:7]=[CH:6][C:5]([CH:8]2[C:13]3[N:14]=[C:15]([C:17]4[C:18]([CH3:26])=[N:19][N:20]5[CH:25]=[CH:24][CH:23]=[CH:22][C:21]=45)[S:16][C:12]=3[C:11](=[O:27])[CH2:10][CH2:9]2)=[CH:4][CH:3]=1. Given the reactants [Cl:1][C:2]1[CH:7]=[CH:6][C:5]([CH:8]2[C:13]3[N:14]=[C:15]([C:17]4[C:18]([CH3:26])=[N:19][N:20]5[CH:25]=[CH:24][CH:23]=[CH:22][C:21]=45)[S:16][C:12]=3[CH2:11][CH2:10][CH2:9]2)=[CH:4][CH:3]=1.[O:27]1CCOCC1.C(#N)C.S(OOS([O-])(=O)=O)([O-])(=O)=O.[K+].[K+], predict the reaction product. (6) Given the reactants CO[C:3](=[O:13])[C:4]1[C:9]([I:10])=[CH:8][CH:7]=[CH:6][C:5]=1[CH2:11]Br.[CH3:14][O:15][C:16]1[CH:17]=[C:18]([CH:21]=[CH:22][CH:23]=1)[CH2:19][NH2:20].C([O-])([O-])=O.[K+].[K+].C(OCC)(=O)C, predict the reaction product. The product is: [I:10][C:9]1[CH:8]=[CH:7][CH:6]=[C:5]2[C:4]=1[C:3](=[O:13])[N:20]([CH2:19][C:18]1[CH:21]=[CH:22][CH:23]=[C:16]([O:15][CH3:14])[CH:17]=1)[CH2:11]2. (7) Given the reactants [CH2:1]([N:3]([CH2:32][CH3:33])[C:4](=[O:31])[CH:5]([CH2:13][CH2:14][O:15][CH2:16][CH2:17][O:18][CH2:19][CH2:20][O:21][CH2:22][CH2:23][O:24]C1CCCCO1)[C:6]([N:8]([CH2:11][CH3:12])[CH2:9][CH3:10])=[O:7])[CH3:2].C([O-])(O)=O.[Na+], predict the reaction product. The product is: [CH2:11]([N:8]([CH2:9][CH3:10])[C:6](=[O:7])[CH:5]([CH2:13][CH2:14][O:15][CH2:16][CH2:17][O:18][CH2:19][CH2:20][O:21][CH2:22][CH2:23][OH:24])[C:4]([N:3]([CH2:1][CH3:2])[CH2:32][CH3:33])=[O:31])[CH3:12].